Predict which catalyst facilitates the given reaction. From a dataset of Catalyst prediction with 721,799 reactions and 888 catalyst types from USPTO. Reactant: [OH-].[Li+].[Cl:3][C:4]1[CH:5]=[C:6]([CH:21]=[C:22]([Cl:27])[C:23]=1[O:24][CH2:25][CH3:26])[C:7]([NH:9][C:10]1[CH:19]=[CH:18][C:13]([C:14]([O:16]C)=[O:15])=[C:12]([CH3:20])[CH:11]=1)=[O:8]. Product: [Cl:3][C:4]1[CH:5]=[C:6]([CH:21]=[C:22]([Cl:27])[C:23]=1[O:24][CH2:25][CH3:26])[C:7]([NH:9][C:10]1[CH:19]=[CH:18][C:13]([C:14]([OH:16])=[O:15])=[C:12]([CH3:20])[CH:11]=1)=[O:8]. The catalyst class is: 90.